Dataset: Reaction yield outcomes from USPTO patents with 853,638 reactions. Task: Predict the reaction yield, written as a fraction of the theoretical maximum amount of product (1.0 means a 100% yield; for example, 0.34 means a 34% yield). (1) No catalyst specified. The product is [CH3:2][C:3]1[CH:8]=[C:7]([N:9]([CH3:21])[CH2:10][C:11]2[CH:12]=[CH:13][C:14]([C:17]([F:18])([F:19])[F:20])=[CH:15][CH:16]=2)[CH:6]=[C:5]([CH3:22])[C:4]=1[NH2:23]. The reactants are Cl.[CH3:2][C:3]1[CH:8]=[C:7]([N:9]([CH3:21])[CH2:10][C:11]2[CH:16]=[CH:15][C:14]([C:17]([F:20])([F:19])[F:18])=[CH:13][CH:12]=2)[CH:6]=[C:5]([CH3:22])[C:4]=1[NH:23]C(=O)C.[OH-].[K+]. The yield is 0.570. (2) The reactants are [Br:1][C:2]1[CH:7]=[C:6]([N+:8]([O-])=O)[C:5](/[CH:11]=[CH:12]/[CH:13]=O)=[C:4]([F:15])[CH:3]=1.[Cl-].[NH4+]. The catalyst is C(O)C.[Fe]. The product is [Br:1][C:2]1[CH:7]=[C:6]2[C:5]([CH:11]=[CH:12][CH:13]=[N:8]2)=[C:4]([F:15])[CH:3]=1. The yield is 0.554. (3) The yield is 0.860. The product is [CH:1]([C:4]1[N:5]=[C:6](/[CH:9]=[CH:10]/[C:11]2[CH:37]=[CH:36][N:14]3[C:15](=[O:35])[C:16](/[CH:26]=[CH:27]/[C:28]([OH:30])=[O:29])=[C:17]([O:19][CH2:20][CH:21]4[CH2:25][CH2:24][O:23][CH2:22]4)[N:18]=[C:13]3[CH:12]=2)[S:7][CH:8]=1)([CH3:3])[CH3:2]. The catalyst is O1CCOCC1. The reactants are [CH:1]([C:4]1[N:5]=[C:6](/[CH:9]=[CH:10]/[C:11]2[CH:37]=[CH:36][N:14]3[C:15](=[O:35])[C:16](/[CH:26]=[CH:27]/[C:28]([O:30]C(C)(C)C)=[O:29])=[C:17]([O:19][CH2:20][CH:21]4[CH2:25][CH2:24][O:23][CH2:22]4)[N:18]=[C:13]3[CH:12]=2)[S:7][CH:8]=1)([CH3:3])[CH3:2].C(C1N=C(CCC2C=CN3C(=O)C(/C=C/C4NN=NN=4)=C(OCC4CCOC4)N=C3C=2)SC=1)(C)C.Cl. (4) The reactants are [N:1]([C:4]12[CH2:13][CH:8]3[CH2:9][CH:10]([CH2:12][CH:6]([CH2:7]3)[CH2:5]1)[CH2:11]2)=[N+:2]=[N-:3].[Cl:14][C:15]1[CH:20]=[CH:19][C:18]([Cl:21])=[CH:17][C:16]=1[S:22][CH2:23][C:24]#[CH:25].O=C1O[C@H]([C@H](CO)O)C([O-])=C1O.[Na+]. The product is [C:4]12([N:1]3[CH:25]=[C:24]([CH2:23][S:22][C:16]4[CH:17]=[C:18]([Cl:21])[CH:19]=[CH:20][C:15]=4[Cl:14])[N:3]=[N:2]3)[CH2:5][CH:6]3[CH2:12][CH:10]([CH2:9][CH:8]([CH2:7]3)[CH2:13]1)[CH2:11]2. The yield is 0.490. The catalyst is C(O)(C)(C)C.O.[O-]S([O-])(=O)=O.[Cu+2].